This data is from Forward reaction prediction with 1.9M reactions from USPTO patents (1976-2016). The task is: Predict the product of the given reaction. (1) Given the reactants [NH2:1][C:2]1[C:3]([CH3:13])=[C:4]([CH2:8][C:9]([O:11][CH3:12])=[O:10])[CH:5]=[CH:6][CH:7]=1.[CH:14](OCC)(OCC)OCC.[N-:24]=[N+:25]=[N-:26].[Na+].O, predict the reaction product. The product is: [CH3:13][C:3]1[C:2]([N:1]2[CH:14]=[N:26][N:25]=[N:24]2)=[CH:7][CH:6]=[CH:5][C:4]=1[CH2:8][C:9]([O:11][CH3:12])=[O:10]. (2) Given the reactants [NH2:1][C:2]1[N:7]=[C:6]([C:8]2[O:9][CH:10]=[CH:11][CH:12]=2)[C:5]([C:13]#[N:14])=[C:4](S(C)(=O)=O)[N:3]=1.[CH:19]1([OH:25])[CH2:24][CH2:23][CH2:22][CH2:21][CH2:20]1.C1CCN2C(=NCCC2)CC1, predict the reaction product. The product is: [NH2:1][C:2]1[N:3]=[C:4]([O:25][CH:19]2[CH2:24][CH2:23][CH2:22][CH2:21][CH2:20]2)[C:5]([C:13]#[N:14])=[C:6]([C:8]2[O:9][CH:10]=[CH:11][CH:12]=2)[N:7]=1. (3) Given the reactants [NH2:1][CH2:2][C:3]1[CH:26]=[CH:25][CH:24]=[CH:23][C:4]=1[CH2:5][O:6][C:7]1[N:12]=[CH:11][N:10]([CH2:13][C:14]2[CH:19]=[CH:18][CH:17]=[CH:16][CH:15]=2)[C:9](=[O:20])[C:8]=1[CH2:21][CH3:22].C(N1C(=O)C(CC)=C(OCC2C=CC=CC=2CNC(NC2N(C3C=CC(C)=CC=3)N=C(C(C)(C)C)C=2)=O)N=C1)C1C=CC=CC=1.C(N(CC)CC)C.[C:79]([C:83]1[CH:87]=[C:86]([NH:88][C:89](=O)[O:90]C2C=CC([N+]([O-])=O)=CC=2)[N:85]([C:101]2[CH:106]=[CH:105][CH:104]=[C:103]([O:107][CH3:108])[CH:102]=2)[N:84]=1)([CH3:82])([CH3:81])[CH3:80].BrC1C(=O)N(CC2C=CC(OC)=CC=2)C(C)=CC=1OCC1C=CC=CC=1CNC(NC1N(C2C=CC=C(OC)C=2)N=C(C(C)(C)C)C=1)=O, predict the reaction product. The product is: [CH2:13]([N:10]1[C:9](=[O:20])[C:8]([CH2:21][CH3:22])=[C:7]([O:6][CH2:5][C:4]2[CH:23]=[CH:24][CH:25]=[CH:26][C:3]=2[CH2:2][NH:1][C:89]([NH:88][C:86]2[N:85]([C:101]3[CH:106]=[CH:105][CH:104]=[C:103]([O:107][CH3:108])[CH:102]=3)[N:84]=[C:83]([C:79]([CH3:82])([CH3:81])[CH3:80])[CH:87]=2)=[O:90])[N:12]=[CH:11]1)[C:14]1[CH:15]=[CH:16][CH:17]=[CH:18][CH:19]=1. (4) Given the reactants [Li+].C[Si]([N-][Si](C)(C)C)(C)C.[CH3:11][C:12]1[CH:13]=[C:14]([CH:19]=[C:20]([O:22][CH3:23])[CH:21]=1)[C:15]([O:17]C)=O.[Cl:24][C:25]1[N:30]=[C:29]([CH3:31])[CH:28]=[CH:27][N:26]=1, predict the reaction product. The product is: [Cl:24][C:25]1[N:30]=[C:29]([CH2:31][C:15]([C:14]2[CH:19]=[C:20]([O:22][CH3:23])[CH:21]=[C:12]([CH3:11])[CH:13]=2)=[O:17])[CH:28]=[CH:27][N:26]=1. (5) Given the reactants [F:1][C:2]1[C:7]([C:8]2[CH:9]=[C:10]([C@:14]3([CH3:21])[CH2:19][CH2:18][S:17][C:16]([NH2:20])=[N:15]3)[CH:11]=[CH:12][CH:13]=2)=[CH:6][CH:5]=[CH:4][N:3]=1.[ClH:22], predict the reaction product. The product is: [ClH:22].[ClH:22].[F:1][C:2]1[C:7]([C:8]2[CH:9]=[C:10]([C@:14]3([CH3:21])[CH2:19][CH2:18][S:17][C:16]([NH2:20])=[N:15]3)[CH:11]=[CH:12][CH:13]=2)=[CH:6][CH:5]=[CH:4][N:3]=1.